This data is from Forward reaction prediction with 1.9M reactions from USPTO patents (1976-2016). The task is: Predict the product of the given reaction. (1) Given the reactants C[O:2][C:3]([C:5]1[CH:26]=[CH:25][C:8]2[C:9]3[N:10]=[C:11]([C:17]4[N:21]([CH:22]([CH3:24])[CH3:23])[CH:20]=[N:19][N:18]=4)[S:12][C:13]=3[CH2:14][CH2:15][O:16][C:7]=2[CH:6]=1)=[O:4].[OH-].[Li+].Cl, predict the reaction product. The product is: [CH:22]([N:21]1[CH:20]=[N:19][N:18]=[C:17]1[C:11]1[S:12][C:13]2[CH2:14][CH2:15][O:16][C:7]3[CH:6]=[C:5]([C:3]([OH:4])=[O:2])[CH:26]=[CH:25][C:8]=3[C:9]=2[N:10]=1)([CH3:24])[CH3:23]. (2) Given the reactants [CH2:1]([C:4]1[CH:13]=[CH:12][CH:11]=[C:10]2[C:5]=1[CH:6]=[CH:7][C:8]1[N:9]2[N:14]=[N:15][N:16]=1)[CH:2]=C.I([O-])(=O)(=O)=[O:18].[Na+], predict the reaction product. The product is: [N:14]1[N:9]2[C:10]3[C:5]([CH:6]=[CH:7][C:8]2=[N:16][N:15]=1)=[C:4]([CH2:1][CH:2]=[O:18])[CH:13]=[CH:12][CH:11]=3. (3) Given the reactants [Cl:1][C:2]1[CH:7]=[C:6]([Cl:8])[CH:5]=[CH:4][C:3]=1[CH:9]([C:11]1[C:19]2[C:14](=[N:15][CH:16]=[C:17]([O:20][C:21]3[CH:26]=[CH:25][CH:24]=[CH:23][CH:22]=3)[CH:18]=2)[NH:13][CH:12]=1)[OH:10].CC(OI1(OC(C)=O)(OC(C)=O)OC(=O)C2C=CC=CC1=2)=O.O, predict the reaction product. The product is: [Cl:1][C:2]1[CH:7]=[C:6]([Cl:8])[CH:5]=[CH:4][C:3]=1[C:9]([C:11]1[C:19]2[C:14](=[N:15][CH:16]=[C:17]([O:20][C:21]3[CH:22]=[CH:23][CH:24]=[CH:25][CH:26]=3)[CH:18]=2)[NH:13][CH:12]=1)=[O:10]. (4) Given the reactants [Br:1][C:2]1[CH:3]=[C:4]([C:8]2[C:12]([C:13]3[CH:18]=[CH:17][N:16]=[CH:15][CH:14]=3)=[CH:11][NH:10][N:9]=2)[CH:5]=[CH:6][CH:7]=1.C(=O)([O-])[O-].[Cs+].[Cs+].[CH3:25][O:26][C:27]1[CH:34]=[CH:33][C:30]([CH2:31]Cl)=[CH:29][CH:28]=1, predict the reaction product. The product is: [Br:1][C:2]1[CH:3]=[C:4]([C:8]2[C:12]([C:13]3[CH:18]=[CH:17][N:16]=[CH:15][CH:14]=3)=[CH:11][N:10]([CH2:31][C:30]3[CH:33]=[CH:34][C:27]([O:26][CH3:25])=[CH:28][CH:29]=3)[N:9]=2)[CH:5]=[CH:6][CH:7]=1.